From a dataset of Full USPTO retrosynthesis dataset with 1.9M reactions from patents (1976-2016). Predict the reactants needed to synthesize the given product. (1) The reactants are: [F:1][C:2]1[CH:3]=[C:4]([CH:20]=[CH:21][C:22]=1[F:23])[CH2:5][CH:6]1[C:15]2[C:10](=[CH:11][C:12]([O:18][CH3:19])=[C:13]([O:16][CH3:17])[CH:14]=2)[CH2:9][CH2:8][NH:7]1.Br[CH2:25][C:26](Br)=[O:27].[CH2:29]([NH:36][CH3:37])[C:30]1[CH:35]=[CH:34][CH:33]=[CH:32][CH:31]=1. Given the product [F:1][C:2]1[CH:3]=[C:4]([CH:20]=[CH:21][C:22]=1[F:23])[CH2:5][CH:6]1[C:15]2[C:10](=[CH:11][C:12]([O:18][CH3:19])=[C:13]([O:16][CH3:17])[CH:14]=2)[CH2:9][CH2:8][N:7]1[CH2:25][C:26]([N:36]([CH2:29][C:30]1[CH:35]=[CH:34][CH:33]=[CH:32][CH:31]=1)[CH3:37])=[O:27], predict the reactants needed to synthesize it. (2) Given the product [CH3:23][N:22]1[N:21]=[CH:20][C:19]2[NH:24][C:25](=[O:30])[C@H:26]([CH3:27])[CH:29]=[CH:10][CH2:9][C@H:8]([NH:7][C:6](=[O:31])[O:5][C:1]([CH3:3])([CH3:4])[CH3:2])[C:12]3[CH:17]=[C:16]([CH:15]=[CH:14][N:13]=3)[C:18]1=2, predict the reactants needed to synthesize it. The reactants are: [C:1]([O:5][C:6](=[O:31])[NH:7][C@H:8]([C:12]1[CH:17]=[C:16]([C:18]2[N:22]([CH3:23])[N:21]=[CH:20][C:19]=2[NH:24][C:25](=[O:30])[C@H:26]([CH3:29])[CH:27]=C)[CH:15]=[CH:14][N:13]=1)[CH2:9][CH:10]=C)([CH3:4])([CH3:3])[CH3:2]. (3) Given the product [OH:12][C:5]1[CH:4]=[C:3]([O:13][CH3:14])[C:2]([B:15]2[O:19][C:18]([CH3:21])([CH3:20])[C:17]([CH3:23])([CH3:22])[O:16]2)=[CH:11][C:6]=1[C:7]([O:9][CH3:10])=[O:8], predict the reactants needed to synthesize it. The reactants are: Br[C:2]1[C:3]([O:13][CH3:14])=[CH:4][C:5]([OH:12])=[C:6]([CH:11]=1)[C:7]([O:9][CH3:10])=[O:8].[B:15]1([B:15]2[O:19][C:18]([CH3:21])([CH3:20])[C:17]([CH3:23])([CH3:22])[O:16]2)[O:19][C:18]([CH3:21])([CH3:20])[C:17]([CH3:23])([CH3:22])[O:16]1.C([O-])(=O)C.[K+].O. (4) Given the product [Cl:22][C:19]1[O:18][C:17]([CH:15]2[C:14]3=[C:23]4[N:35]([CH3:36])[C:34](=[O:37])[N:33]([CH3:38])[C:32](=[O:39])[C:24]4=[C:25]([C:26]4[S:27][CH:28]=[C:29]([CH3:31])[N:30]=4)[N:13]3[CH2:12][CH:11]([CH2:10][N:9]3[CH2:4][CH2:5][CH2:6][C:7]3=[O:8])[O:16]2)=[CH:21][CH:20]=1, predict the reactants needed to synthesize it. The reactants are: [H-].[Na+].Br[CH2:4][CH2:5][CH2:6][C:7]([NH:9][CH2:10][CH:11]1[O:16][CH:15]([C:17]2[O:18][C:19]([Cl:22])=[CH:20][CH:21]=2)[C:14]2=[C:23]3[N:35]([CH3:36])[C:34](=[O:37])[N:33]([CH3:38])[C:32](=[O:39])[C:24]3=[C:25]([C:26]3[S:27][CH:28]=[C:29]([CH3:31])[N:30]=3)[N:13]2[CH2:12]1)=[O:8]. (5) Given the product [O:10]1[CH2:14][CH2:13][CH2:12][CH:11]1[CH2:15][CH2:16][C:17]1[CH:22]=[CH:21][C:20]([CH2:23][C:24]2[CH:2]=[C:1]([C:3]3[C:4]([NH2:9])=[N:5][CH:6]=[CH:7][CH:8]=3)[O:26][N:25]=2)=[CH:19][CH:18]=1, predict the reactants needed to synthesize it. The reactants are: [C:1]([C:3]1[C:4]([NH2:9])=[N:5][CH:6]=[CH:7][CH:8]=1)#[CH:2].[O:10]1[CH2:14][CH2:13][CH2:12][CH:11]1[CH2:15][CH2:16][C:17]1[CH:22]=[CH:21][C:20]([CH2:23][C:24](Cl)=[N:25][OH:26])=[CH:19][CH:18]=1.C(N(CC)CC)C. (6) The reactants are: [C:1](Cl)(Cl)=[O:2].C(N(C(C)C)CC)(C)C.[Cl:14][C:15]1[CH:16]=[C:17]([S:22]([N:25]([CH2:35][C:36]([O:38][C:39]([CH3:42])([CH3:41])[CH3:40])=[O:37])[C:26]2[CH:27]=[C:28]3[C:32](=[CH:33][CH:34]=2)[NH:31][CH2:30][CH2:29]3)(=[O:24])=[O:23])[CH:18]=[C:19]([Cl:21])[CH:20]=1.[CH3:43][N:44]([CH3:48])[CH2:45][CH2:46][NH2:47]. Given the product [Cl:14][C:15]1[CH:16]=[C:17]([S:22]([N:25]([CH2:35][C:36]([O:38][C:39]([CH3:42])([CH3:41])[CH3:40])=[O:37])[C:26]2[CH:27]=[C:28]3[C:32](=[CH:33][CH:34]=2)[N:31]([C:1](=[O:2])[NH:47][CH2:46][CH2:45][N:44]([CH3:48])[CH3:43])[CH2:30][CH2:29]3)(=[O:24])=[O:23])[CH:18]=[C:19]([Cl:21])[CH:20]=1, predict the reactants needed to synthesize it. (7) Given the product [CH2:17]([N:14]1[C:15](=[O:16])[N:6]2[N:5]=[CH:4][C:3]([C:1]#[N:2])=[C:7]2[N:8]=[C:9]1[CH3:10])[CH3:18], predict the reactants needed to synthesize it. The reactants are: [C:1]([C:3]1[CH:4]=[N:5][NH:6][C:7]=1/[N:8]=[C:9](/OCC)\[CH3:10])#[N:2].[N:14]([CH2:17][CH3:18])=[C:15]=[O:16].